The task is: Predict the reactants needed to synthesize the given product.. This data is from Full USPTO retrosynthesis dataset with 1.9M reactions from patents (1976-2016). (1) Given the product [C:1]([C:3]1[CH:8]=[CH:7][C:6]([N:9]([CH2:15][C:16]([F:18])([F:17])[F:19])[C@H:10]([C:12]([NH:26][CH2:24][CH3:25])=[O:14])[CH3:11])=[CH:5][C:4]=1[C:20]([F:22])([F:21])[F:23])#[N:2], predict the reactants needed to synthesize it. The reactants are: [C:1]([C:3]1[CH:8]=[CH:7][C:6]([N:9]([CH2:15][C:16]([F:19])([F:18])[F:17])[C@H:10]([C:12]([OH:14])=O)[CH3:11])=[CH:5][C:4]=1[C:20]([F:23])([F:22])[F:21])#[N:2].[CH2:24]([NH2:26])[CH3:25]. (2) Given the product [CH3:1][O:2][C:3]1[C:8]([C:9]2[CH2:13][O:12][CH2:11][C:10]=2[CH2:14][OH:15])=[CH:7][CH:6]=[CH:5][N:4]=1, predict the reactants needed to synthesize it. The reactants are: [CH3:1][O:2][C:3]1[C:8]([C:9]2[CH2:13][O:12][CH2:11][C:10]=2[C:14](OCC)=[O:15])=[CH:7][CH:6]=[CH:5][N:4]=1.[H-].[H-].[H-].[H-].[Li+].[Al+3]. (3) Given the product [CH3:26][C:19]1[C:20]2[C:25](=[CH:24][CH:23]=[CH:22][CH:21]=2)[C:16]([C:14]([NH:13][C:6]2[C:7]([C:9]([NH:27][CH2:28][CH:29]3[CH2:34][CH2:33][O:32][CH2:31][CH2:30]3)=[O:10])=[N:8][C:3]([O:2][CH3:1])=[CH:4][CH:5]=2)=[O:15])=[CH:17][CH:18]=1, predict the reactants needed to synthesize it. The reactants are: [CH3:1][O:2][C:3]1[N:8]=[C:7]([C:9](OC)=[O:10])[C:6]([NH:13][C:14]([C:16]2[C:25]3[C:20](=[CH:21][CH:22]=[CH:23][CH:24]=3)[C:19]([CH3:26])=[CH:18][CH:17]=2)=[O:15])=[CH:5][CH:4]=1.[NH2:27][CH2:28][CH:29]1[CH2:34][CH2:33][O:32][CH2:31][CH2:30]1. (4) The reactants are: Cl[C:2]1[CH:7]=[N:6][CH:5]=[C:4]([N:8]2[CH:12]=[C:11]([C:13]#[C:14][C:15]3[CH:20]=[CH:19][N:18]=[C:17]([CH3:21])[CH:16]=3)[N:10]=[C:9]2[CH3:22])[N:3]=1.[CH3:23][O-:24].[Na+]. Given the product [CH3:23][O:24][C:2]1[CH:7]=[N:6][CH:5]=[C:4]([N:8]2[CH:12]=[C:11]([C:13]#[C:14][C:15]3[CH:20]=[CH:19][N:18]=[C:17]([CH3:21])[CH:16]=3)[N:10]=[C:9]2[CH3:22])[N:3]=1, predict the reactants needed to synthesize it. (5) The reactants are: N1C2C(=CC=CC=2)C=C[CH:2]=1.[C:11]([CH:15]1[CH2:24][CH2:23][C:22]2[N:21]=[C:20]3[S:25][C:26]([SH:28])=[N:27][C:19]3=[CH:18][C:17]=2[CH2:16]1)([CH3:14])([CH3:13])[CH3:12].C([O-])([O-])=O.[K+].[K+].IC. Given the product [C:11]([CH:15]1[CH2:24][CH2:23][C:22]2[N:21]=[C:20]3[S:25][C:26]([S:28][CH3:2])=[N:27][C:19]3=[CH:18][C:17]=2[CH2:16]1)([CH3:14])([CH3:12])[CH3:13], predict the reactants needed to synthesize it. (6) Given the product [CH2:1]([O:3][C:4](=[O:22])[CH2:5][N:6]([CH2:7][CH2:8][NH:9][S:10]([C:13]1[S:14][C:15]2[CH:21]=[CH:20][CH:19]=[CH:18][C:16]=2[N:17]=1)(=[O:12])=[O:11])[C:38](=[O:39])[CH2:37][N:34]1[CH:35]=[CH:36][C:31]([NH:30][C:28]([O:27][CH2:26][CH2:25][S:24][CH3:23])=[O:29])=[N:32][C:33]1=[O:41])[CH3:2], predict the reactants needed to synthesize it. The reactants are: [CH2:1]([O:3][C:4](=[O:22])[CH2:5][NH:6][CH2:7][CH2:8][NH:9][S:10]([C:13]1[S:14][C:15]2[CH:21]=[CH:20][CH:19]=[CH:18][C:16]=2[N:17]=1)(=[O:12])=[O:11])[CH3:2].[CH3:23][S:24][CH2:25][CH2:26][O:27][C:28]([NH:30][C:31]1[CH:36]=[CH:35][N:34]([CH2:37][C:38](O)=[O:39])[C:33](=[O:41])[N:32]=1)=[O:29]. (7) Given the product [C:20]1([CH2:19][CH2:18][C:9]2[C:10]3[C:15](=[CH:14][CH:13]=[C:12]([C:16]4[N:17]=[N:26][NH:27][N:28]=4)[CH:11]=3)[NH:7][N:8]=2)[CH:25]=[CH:24][CH:23]=[CH:22][CH:21]=1, predict the reactants needed to synthesize it. The reactants are: O1CCCCC1[N:7]1[C:15]2[C:10](=[CH:11][C:12]([C:16]#[N:17])=[CH:13][CH:14]=2)[C:9]([CH2:18][CH2:19][C:20]2[CH:25]=[CH:24][CH:23]=[CH:22][CH:21]=2)=[N:8]1.[N:26]([Sn](CCCC)(CCCC)CCCC)=[N+:27]=[N-:28]. (8) Given the product [ClH:1].[NH2:17][C@@H:15]([C:6]1[C:7](=[O:14])[NH:8][C:9]2[C:4]([CH:5]=1)=[CH:3][C:2]([Cl:1])=[C:11]([O:12][CH3:13])[CH:10]=2)[CH3:16], predict the reactants needed to synthesize it. The reactants are: [Cl:1][C:2]1[CH:3]=[C:4]2[C:9](=[CH:10][C:11]=1[O:12][CH3:13])[NH:8][C:7](=[O:14])[C:6]([C@H:15]([NH:17][S@@](C(C)(C)C)=O)[CH3:16])=[CH:5]2.Cl. (9) Given the product [F:8][C@@H:9]1[C@@H:14]([C:15]2[CH:20]=[CH:19][C:18]([OH:21])=[CH:17][CH:16]=2)[CH2:13][CH2:12][N:11]([CH:29]2[CH2:33][CH2:32][N:31]([C:34]3[CH:39]=[CH:38][C:37]([CH3:40])=[C:36]([F:41])[CH:35]=3)[C:30]2=[O:42])[CH2:10]1, predict the reactants needed to synthesize it. The reactants are: FC(F)(F)C(O)=O.[F:8][C@@H:9]1[C@@H:14]([C:15]2[CH:20]=[CH:19][C:18]([OH:21])=[CH:17][CH:16]=2)[CH2:13][CH2:12][NH:11][CH2:10]1.C([O-])([O-])=O.[K+].[K+].Br[CH:29]1[CH2:33][CH2:32][N:31]([C:34]2[CH:39]=[CH:38][C:37]([CH3:40])=[C:36]([F:41])[CH:35]=2)[C:30]1=[O:42].CCOC(C)=O.